From a dataset of Forward reaction prediction with 1.9M reactions from USPTO patents (1976-2016). Predict the product of the given reaction. (1) Given the reactants [OH:1][C:2]1[CH:3]=[CH:4][C:5]2[C:6](=[O:17])[C:7]3[C:12]([O:13][C:14]=2[C:15]=1[OH:16])=[CH:11][CH:10]=[CH:9][CH:8]=3.[CH2:18](Br)[CH:19]=[CH2:20].O.C(=O)([O-])[O-].[K+].[K+].[CH3:29][C:30]([CH3:32])=O, predict the reaction product. The product is: [CH2:18]([O:1][C:2]1[CH:3]=[CH:4][C:5]2[C:6](=[O:17])[C:7]3[C:12]([O:13][C:14]=2[C:15]=1[O:16][CH2:32][CH:30]=[CH2:29])=[CH:11][CH:10]=[CH:9][CH:8]=3)[CH:19]=[CH2:20]. (2) Given the reactants [Cl:1][C:2]1[CH:10]=[CH:9][C:8]([C:11]2[N:12]([C:22]([O:24][C:25]([CH3:28])([CH3:27])[CH3:26])=[O:23])[C:13]3[C:18]([CH:19]=2)=[CH:17][C:16]([CH:20]=O)=[CH:15][CH:14]=3)=[C:7]2[C:3]=1[CH2:4][NH:5][C:6]2=[O:29].[CH2:30]([NH2:37])[C:31]1[CH:36]=[CH:35][CH:34]=[CH:33][CH:32]=1.C(O[BH-](OC(=O)C)OC(=O)C)(=O)C.[Na+].[OH-].[Na+], predict the reaction product. The product is: [Cl:1][C:2]1[CH:10]=[CH:9][C:8]([C:11]2[N:12]([C:22]([O:24][C:25]([CH3:27])([CH3:28])[CH3:26])=[O:23])[C:13]3[C:18]([CH:19]=2)=[CH:17][C:16]([CH2:20][NH:37][CH2:30][C:31]2[CH:36]=[CH:35][CH:34]=[CH:33][CH:32]=2)=[CH:15][CH:14]=3)=[C:7]2[C:3]=1[CH2:4][NH:5][C:6]2=[O:29]. (3) Given the reactants Cl.Cl.[CH3:3][NH:4][NH:5][CH3:6].C(=O)([O-])[O-].[K+].[K+].[Br:13][C:14]1[CH:18]=[C:17]([C:19]2[O:24][C:23](=[O:25])[C:22]3[CH:26]=[C:27]([N+:31]([O-:33])=[O:32])[CH:28]=[C:29]([CH3:30])[C:21]=3[N:20]=2)[N:16]([C:34]2[C:39]([Cl:40])=[CH:38][CH:37]=[CH:36][N:35]=2)[N:15]=1, predict the reaction product. The product is: [Br:13][C:14]1[CH:18]=[C:17]([C:19]([NH:20][C:21]2[C:29]([CH3:30])=[CH:28][C:27]([N+:31]([O-:33])=[O:32])=[CH:26][C:22]=2[C:23]([N:4]([CH3:3])[NH:5][CH3:6])=[O:25])=[O:24])[N:16]([C:34]2[C:39]([Cl:40])=[CH:38][CH:37]=[CH:36][N:35]=2)[N:15]=1. (4) Given the reactants [CH3:1][CH:2]1[CH:7]([N:8]([CH3:28])[C:9]2[C:10]3[CH:17]=[CH:16][N:15]([S:18]([C:21]4[CH:27]=[CH:26][C:24]([CH3:25])=[CH:23][CH:22]=4)(=[O:20])=[O:19])[C:11]=3[N:12]=[CH:13][N:14]=2)[CH2:6][CH2:5][CH:4]([CH2:29][S:30]([OH:33])(=O)=[O:31])[CH2:3]1.C(Cl)[Cl:35].CN(C=O)C.S(Cl)(Cl)=O, predict the reaction product. The product is: [CH3:1][CH:2]1[CH:7]([N:8]([CH3:28])[C:9]2[C:10]3[CH:17]=[CH:16][N:15]([S:18]([C:21]4[CH:27]=[CH:26][C:24]([CH3:25])=[CH:23][CH:22]=4)(=[O:20])=[O:19])[C:11]=3[N:12]=[CH:13][N:14]=2)[CH2:6][CH2:5][CH:4]([CH2:29][S:30]([Cl:35])(=[O:33])=[O:31])[CH2:3]1. (5) Given the reactants N1(O[C:11](=[O:21])[C:12]2[CH:17]=[CH:16][C:15]([NH2:18])=[C:14]([O:19][CH3:20])[CH:13]=2)C2C=CC=CC=2N=N1.Cl.Cl.[F:24][CH2:25][CH2:26][N:27]1[CH2:32][CH2:31][CH:30]([NH2:33])[CH2:29][CH2:28]1.CN(C)C=O.C(=O)([O-])[O-].[Na+].[Na+], predict the reaction product. The product is: [NH2:18][C:15]1[CH:16]=[CH:17][C:12]([C:11]([NH:33][CH:30]2[CH2:31][CH2:32][N:27]([CH2:26][CH2:25][F:24])[CH2:28][CH2:29]2)=[O:21])=[CH:13][C:14]=1[O:19][CH3:20]. (6) Given the reactants [H-].[Na+].[OH:3][C:4]1[CH:21]=[CH:20][C:7]2[CH2:8][CH2:9][N:10]([C:13]([O:15][C:16]([CH3:19])([CH3:18])[CH3:17])=[O:14])[CH2:11][CH2:12][C:6]=2[CH:5]=1.Cl[C:23]1[N:28]=[CH:27][C:26]([C:29]([O:31][CH3:32])=[O:30])=[CH:25][CH:24]=1.O, predict the reaction product. The product is: [CH3:32][O:31][C:29]([C:26]1[CH:25]=[CH:24][C:23]([O:3][C:4]2[CH:21]=[CH:20][C:7]3[CH2:8][CH2:9][N:10]([C:13]([O:15][C:16]([CH3:18])([CH3:17])[CH3:19])=[O:14])[CH2:11][CH2:12][C:6]=3[CH:5]=2)=[N:28][CH:27]=1)=[O:30]. (7) Given the reactants C([N:8]1[C:12]([C:13]2[CH:18]=[CH:17][CH:16]=[CH:15][CH:14]=2)=[CH:11][N:10]=[C:9]1[C:19]1[CH:20]=[N:21][C:22]([C:25]2[CH:30]=[CH:29][CH:28]=[CH:27][CH:26]=2)=[N:23][CH:24]=1)C1C=CC=CC=1.C(N1C(C2C=NC(C3C=CC=CC=3)=NC=2)=CN=C1C1C=CC=CC=1)C1C=CC=CC=1, predict the reaction product. The product is: [C:25]1([C:22]2[N:21]=[CH:20][C:19]([C:9]3[NH:8][C:12]([C:13]4[CH:14]=[CH:15][CH:16]=[CH:17][CH:18]=4)=[CH:11][N:10]=3)=[CH:24][N:23]=2)[CH:30]=[CH:29][CH:28]=[CH:27][CH:26]=1. (8) Given the reactants C([Si](C)(C)[O:6][CH2:7][CH2:8][CH2:9][N:10]1[C:18]2[C:13](=[CH:14][C:15]([F:19])=[CH:16][CH:17]=2)[C:12]([CH:20]=[O:21])=[CH:11]1)(C)(C)C.S(=O)(=O)([OH:26])N.Cl([O-])=O.[Na+], predict the reaction product. The product is: [F:19][C:15]1[CH:14]=[C:13]2[C:18](=[CH:17][CH:16]=1)[N:10]([CH2:9][CH2:8][CH2:7][OH:6])[CH:11]=[C:12]2[C:20]([OH:21])=[O:26]. (9) Given the reactants Cl[CH2:2][C:3]1[O:7][N:6]=[C:5]([O:8][CH2:9][CH2:10][CH2:11][N:12]2[CH2:17][CH2:16][CH2:15][CH2:14][CH2:13]2)[CH:4]=1.[NH:18]1[CH2:23][CH2:22][CH2:21][CH2:20][CH2:19]1, predict the reaction product. The product is: [N:12]1([CH2:11][CH2:10][CH2:9][O:8][C:5]2[CH:4]=[C:3]([CH2:2][CH:21]3[CH2:22][CH2:23][NH:18][CH2:19][CH2:20]3)[O:7][N:6]=2)[CH2:17][CH2:16][CH2:15][CH2:14][CH2:13]1.